This data is from Peptide-MHC class II binding affinity with 134,281 pairs from IEDB. The task is: Regression. Given a peptide amino acid sequence and an MHC pseudo amino acid sequence, predict their binding affinity value. This is MHC class II binding data. (1) The peptide sequence is CWEQLPTCITVPEEP. The MHC is DRB1_0101 with pseudo-sequence DRB1_0101. The binding affinity (normalized) is 0.600. (2) The peptide sequence is PGVDYTITVYAVTYY. The MHC is HLA-DQA10101-DQB10501 with pseudo-sequence HLA-DQA10101-DQB10501. The binding affinity (normalized) is 0.120. (3) The peptide sequence is SKLTYENVKMEDVGY. The MHC is DRB1_0401 with pseudo-sequence DRB1_0401. The binding affinity (normalized) is 0.463. (4) The peptide sequence is EVKEKGMAALPRLIAFTSEH. The MHC is HLA-DQA10301-DQB10302 with pseudo-sequence HLA-DQA10301-DQB10302. The binding affinity (normalized) is 0. (5) The peptide sequence is IFYDVFFAVANGNEL. The MHC is DRB1_0802 with pseudo-sequence DRB1_0802. The binding affinity (normalized) is 0.563. (6) The peptide sequence is ELYKYKVVKIEPLGV. The MHC is DRB1_1302 with pseudo-sequence DRB1_1302. The binding affinity (normalized) is 0.897. (7) The peptide sequence is ISGDLKTQIDQVEST. The MHC is DRB1_1501 with pseudo-sequence DRB1_1501. The binding affinity (normalized) is 0.0940. (8) The peptide sequence is NGILKKLSSIKSKSR. The MHC is DRB1_1201 with pseudo-sequence DRB1_1201. The binding affinity (normalized) is 0.526.